This data is from Cav3 T-type calcium channel HTS with 100,875 compounds. The task is: Binary Classification. Given a drug SMILES string, predict its activity (active/inactive) in a high-throughput screening assay against a specified biological target. (1) The drug is FC(F)(F)C(=O)Nc1n(nnc1C(=O)Nc1ccccc1)Cc1ccccc1. The result is 1 (active). (2) The drug is o1nc(cc1c1ccccc1)C(=O)Nc1noc(c1)C. The result is 0 (inactive).